The task is: Predict which catalyst facilitates the given reaction.. This data is from Catalyst prediction with 721,799 reactions and 888 catalyst types from USPTO. (1) Reactant: [NH2:1][C:2]1[N:7]=[CH:6][N:5]=[C:4]2[N:8]([CH:18]3[CH2:22][CH2:21][CH2:20][CH2:19]3)[N:9]=[C:10]([C:11]3[CH:16]=[CH:15][C:14]([OH:17])=[CH:13][CH:12]=3)[C:3]=12.[H-].[Na+].[CH3:25][O:26][C:27]([C:29]1[O:30][C:31]([N+]([O-])=O)=[CH:32][CH:33]=1)=[O:28]. The catalyst class is: 16. Product: [NH2:1][C:2]1[N:7]=[CH:6][N:5]=[C:4]2[N:8]([CH:18]3[CH2:22][CH2:21][CH2:20][CH2:19]3)[N:9]=[C:10]([C:11]3[CH:12]=[CH:13][C:14]([O:17][C:31]4[O:30][C:29]([C:27]([O:26][CH3:25])=[O:28])=[CH:33][CH:32]=4)=[CH:15][CH:16]=3)[C:3]=12. (2) The catalyst class is: 4. Product: [ClH:19].[CH3:18][C:14]([N:11]1[CH2:10][CH2:9][NH:8][CH2:13][CH2:12]1)([CH3:17])[CH2:15][OH:16]. Reactant: C(OC([N:8]1[CH2:13][CH2:12][N:11]([C:14]([CH3:18])([CH3:17])[CH2:15][OH:16])[CH2:10][CH2:9]1)=O)(C)(C)C.[ClH:19].